Dataset: Reaction yield outcomes from USPTO patents with 853,638 reactions. Task: Predict the reaction yield, written as a fraction of the theoretical maximum amount of product (1.0 means a 100% yield; for example, 0.34 means a 34% yield). (1) The reactants are [H-].[Na+].[Cl:3][C:4]1[C:9]([I:10])=[CH:8][N:7]=[C:6]2[NH:11][CH:12]=[CH:13][C:5]=12.[C:14]1([S:20](Cl)(=[O:22])=[O:21])[CH:19]=[CH:18][CH:17]=[CH:16][CH:15]=1.O. The catalyst is CN(C)C=O. The product is [Cl:3][C:4]1[C:9]([I:10])=[CH:8][N:7]=[C:6]2[N:11]([S:20]([C:14]3[CH:19]=[CH:18][CH:17]=[CH:16][CH:15]=3)(=[O:22])=[O:21])[CH:12]=[CH:13][C:5]=12. The yield is 0.980. (2) The reactants are [NH2:1][CH2:2][CH2:3][CH2:4][CH2:5][C:6]([CH3:44])([CH3:43])[CH2:7][N:8]([S:32]([C:35]1[CH:40]=[CH:39][CH:38]=[C:37]([NH:41][CH3:42])[CH:36]=1)(=[O:34])=[O:33])[CH2:9][C@@H:10]([OH:31])[C@@H:11]([NH:19][C:20](=[O:30])[O:21][C@@H:22]1[C@H:29]2[C@H:25]([O:26][CH2:27][CH2:28]2)[O:24][CH2:23]1)[CH2:12][C:13]1[CH:18]=[CH:17][CH:16]=[CH:15][CH:14]=1.C(N(CC)C(C)C)(C)C.[CH3:54][N:55]([CH3:59])[C:56](Cl)=[O:57]. The catalyst is C1COCC1. The product is [CH2:12]([C@H:11]([NH:19][C:20](=[O:30])[O:21][C@@H:22]1[C@H:29]2[C@H:25]([O:26][CH2:27][CH2:28]2)[O:24][CH2:23]1)[C@H:10]([OH:31])[CH2:9][N:8]([CH2:7][C:6]([CH3:44])([CH3:43])[CH2:5][CH2:4][CH2:3][CH2:2][NH:1][C:56]([N:55]([CH3:59])[CH3:54])=[O:57])[S:32]([C:35]1[CH:40]=[CH:39][CH:38]=[C:37]([NH:41][CH3:42])[CH:36]=1)(=[O:34])=[O:33])[C:13]1[CH:14]=[CH:15][CH:16]=[CH:17][CH:18]=1. The yield is 0.800. (3) The reactants are [F:1][C:2]1[CH:3]=[C:4]([C:10](=[O:12])[CH3:11])[CH:5]=[C:6]([F:9])[C:7]=1[OH:8].[Br-:13].[Br-].[Br-].[NH+]1C=CC=CC=1.[NH+]1C=CC=CC=1.[NH+]1C=CC=CC=1. The catalyst is C(O)(=O)C. The product is [Br:13][CH2:11][C:10]([C:4]1[CH:3]=[C:2]([F:1])[C:7]([OH:8])=[C:6]([F:9])[CH:5]=1)=[O:12]. The yield is 0.600. (4) The reactants are C[O:2][C:3](=[O:20])[CH:4]=[CH:5][C:6]1[CH:11]=[CH:10][C:9]([C:12]([F:15])([F:14])[F:13])=[CH:8][C:7]=1[O:16][CH:17]([CH3:19])[CH3:18].[Li+].[OH-].Cl. The catalyst is C1COCC1. The product is [CH:17]([O:16][C:7]1[CH:8]=[C:9]([C:12]([F:13])([F:15])[F:14])[CH:10]=[CH:11][C:6]=1[CH:5]=[CH:4][C:3]([OH:20])=[O:2])([CH3:19])[CH3:18]. The yield is 0.980. (5) The reactants are [CH3:1][O:2][C:3]1[C:4]([N+:10]([O-:12])=[O:11])=[C:5](N)[CH:6]=[CH:7][CH:8]=1.N([O-])=O.[Na+].C([O-])(O)=O.[Na+].[BrH:22]. The catalyst is O. The product is [Br:22][C:5]1[CH:6]=[CH:7][CH:8]=[C:3]([O:2][CH3:1])[C:4]=1[N+:10]([O-:12])=[O:11]. The yield is 0.970.